This data is from Catalyst prediction with 721,799 reactions and 888 catalyst types from USPTO. The task is: Predict which catalyst facilitates the given reaction. (1) Reactant: C([O:9][CH2:10][CH2:11][N:12]1[C:20]2[C:19](Cl)=[N:18][CH:17]=[N:16][C:15]=2[CH:14]=[CH:13]1)(=O)C1C=CC=CC=1.[Cl:22][C:23]1[CH:24]=[C:25]([CH:27]=[CH:28][C:29]=1[O:30][C:31]1[CH:36]=[CH:35][CH:34]=[C:33]([S:37]([CH3:40])(=[O:39])=[O:38])[CH:32]=1)[NH2:26].[OH-].[Na+].O. Product: [Cl:22][C:23]1[CH:24]=[C:25]([NH:26][C:19]2[C:20]3[N:12]([CH2:11][CH2:10][OH:9])[CH:13]=[CH:14][C:15]=3[N:16]=[CH:17][N:18]=2)[CH:27]=[CH:28][C:29]=1[O:30][C:31]1[CH:36]=[CH:35][CH:34]=[C:33]([S:37]([CH3:40])(=[O:38])=[O:39])[CH:32]=1. The catalyst class is: 32. (2) Reactant: C([Li])(CC)C.[CH2:6]=[CH:7][C:8]1[CH:13]=[CH:12][CH:11]=[CH:10][CH:9]=1.O1CCCC1.[CH2:19]=[CH:20][C:21](=[CH2:23])[CH3:22]. Product: [CH2:6]=[CH:7][C:8]1[CH:13]=[CH:12][CH:11]=[CH:10][CH:9]=1.[CH2:19]=[CH:20][C:21](=[CH2:22])[CH3:23].[CH2:6]=[CH:7][C:8]1[CH:13]=[CH:12][CH:11]=[CH:10][CH:9]=1. The catalyst class is: 244. (3) The catalyst class is: 127. Reactant: [F:1][C:2]([F:13])([F:12])[O:3][C:4]1[CH:11]=[CH:10][CH:9]=[CH:8][C:5]=1[CH2:6]O.NC(N)=S.Cl.C(=O)([O-])[O-].[K+].[K+].C[S:26]([C:29]1[CH2:33][C:32]([CH3:35])([CH3:34])[O:31][N:30]=1)(=O)=O. Product: [F:1][C:2]([F:13])([F:12])[O:3][C:4]1[CH:11]=[CH:10][CH:9]=[CH:8][C:5]=1[CH2:6][S:26][C:29]1[CH2:33][C:32]([CH3:35])([CH3:34])[O:31][N:30]=1. (4) Reactant: [CH3:1][S:2]([NH:5][C:6]1[CH:21]=[CH:20][C:9]2[NH:10][C:11]([CH2:16][C:17]([OH:19])=O)=[N:12][S:13](=[O:15])(=[O:14])[C:8]=2[CH:7]=1)(=[O:4])=[O:3].C1(N=C=NC2CCCCC2)CCCCC1.[CH2:37]([O:39][C:40]([CH:42]1[CH2:46][CH2:45][CH2:44][CH:43]1[NH:47][CH2:48][C:49]1[CH:54]=[CH:53][CH:52]=[CH:51][N:50]=1)=[O:41])[CH3:38]. Product: [CH2:37]([O:39][C:40]([CH:42]1[CH2:46][CH2:45][CH2:44][CH:43]1[N:47]([C:17](=[O:19])[CH2:16][C:11]1[NH:10][C:9]2[CH:20]=[CH:21][C:6]([NH:5][S:2]([CH3:1])(=[O:3])=[O:4])=[CH:7][C:8]=2[S:13](=[O:14])(=[O:15])[N:12]=1)[CH2:48][C:49]1[CH:54]=[CH:53][CH:52]=[CH:51][N:50]=1)=[O:41])[CH3:38]. The catalyst class is: 9. (5) Reactant: [CH2:1]([N:8]1[CH2:13][CH2:12][O:11][CH:10]([CH2:14][NH:15][C:16]2[C:21]([C:22]3[N:27]=[CH:26][N:25]=[C:24]([O:28][C:29]4[C:34]5[N:35]=[C:36]([NH2:38])[S:37][C:33]=5[CH:32]=[CH:31][CH:30]=4)[CH:23]=3)=[CH:20][CH:19]=[C:18]([C:39]([F:42])([F:41])[F:40])[N:17]=2)[CH2:9]1)[C:2]1[CH:7]=[CH:6][CH:5]=[CH:4][CH:3]=1.[C:43](OC(=O)C)(=[O:45])[CH3:44]. Product: [CH2:1]([N:8]1[CH2:13][CH2:12][O:11][CH:10]([CH2:14][NH:15][C:16]2[C:21]([C:22]3[N:27]=[CH:26][N:25]=[C:24]([O:28][C:29]4[C:34]5[N:35]=[C:36]([NH:38][C:43](=[O:45])[CH3:44])[S:37][C:33]=5[CH:32]=[CH:31][CH:30]=4)[CH:23]=3)=[CH:20][CH:19]=[C:18]([C:39]([F:41])([F:42])[F:40])[N:17]=2)[CH2:9]1)[C:2]1[CH:3]=[CH:4][CH:5]=[CH:6][CH:7]=1. The catalyst class is: 79. (6) Reactant: Br[C:2]1[C:3](=[O:17])[N:4]([CH2:9][O:10][CH2:11][CH2:12][Si:13]([CH3:16])([CH3:15])[CH3:14])[N:5]=[C:6]([Cl:8])[CH:7]=1.[CH3:18][N:19]1[C:23]([CH3:24])=[CH:22][C:21]([NH2:25])=[N:20]1.C1(P(C2C=CC=CC=2)C2C3OC4C(=CC=CC=4P(C4C=CC=CC=4)C4C=CC=CC=4)C(C)(C)C=3C=CC=2)C=CC=CC=1. Product: [Cl:8][C:6]1[CH:7]=[C:2]([NH:25][C:21]2[CH:22]=[C:23]([CH3:24])[N:19]([CH3:18])[N:20]=2)[C:3](=[O:17])[N:4]([CH2:9][O:10][CH2:11][CH2:12][Si:13]([CH3:16])([CH3:15])[CH3:14])[N:5]=1. The catalyst class is: 62. (7) Reactant: [Cl:1][C:2]1[CH:41]=[C:40]([Cl:42])[CH:39]=[CH:38][C:3]=1[CH2:4][N:5]1[CH2:9][C@H:8]([C:10]2[CH:14]=[CH:13][S:12][CH:11]=2)[C@@H:7]([CH2:15][N:16]2[CH2:21][CH2:20][CH:19]([CH2:22][O:23][CH2:24][CH2:25][CH2:26][N:27]3C(=O)C4=CC=CC=C4C3=O)[CH2:18][CH2:17]2)[CH2:6]1.NN.OS(O)(=O)=O. Product: [Cl:1][C:2]1[CH:41]=[C:40]([Cl:42])[CH:39]=[CH:38][C:3]=1[CH2:4][N:5]1[CH2:9][C@H:8]([C:10]2[CH:14]=[CH:13][S:12][CH:11]=2)[C@@H:7]([CH2:15][N:16]2[CH2:21][CH2:20][CH:19]([CH2:22][O:23][CH2:24][CH2:25][CH2:26][NH2:27])[CH2:18][CH2:17]2)[CH2:6]1. The catalyst class is: 8. (8) Reactant: [Br:1][C:2]1[C:3]([O:9][CH3:10])=[N:4][C:5](Cl)=[N:6][CH:7]=1.CO[N:13](OC)[C:14]1[CH:19]=[CH:18][CH:17]=[CH:16][CH:15]=1.Cl.[O:23]1CCOC[CH2:24]1.[CH2:29]([O:31]CC)C. Product: [Br:1][C:2]1[C:3]([O:9][CH3:10])=[N:4][C:5]([NH:13][C:14]2[CH:15]=[C:16]([O:23][CH3:24])[CH:17]=[C:18]([O:31][CH3:29])[CH:19]=2)=[N:6][CH:7]=1. The catalyst class is: 114.